This data is from Catalyst prediction with 721,799 reactions and 888 catalyst types from USPTO. The task is: Predict which catalyst facilitates the given reaction. (1) Reactant: [CH2:1]([O:3][P:4]([CH2:9][CH2:10]OCC)(=[O:8])[O:5][CH2:6][CH3:7])[CH3:2].[BH4-].[Li+].C[CH2:17][O:18]CC. Product: [CH2:6]([O:5][P:4]([CH2:9][CH2:10][CH2:17][OH:18])(=[O:8])[O:3][CH2:1][CH3:2])[CH3:7]. The catalyst class is: 1. (2) Reactant: [Cl:1][C:2]1[CH:3]=[CH:4][CH:5]=[C:6]2[C:11]=1[N:10]=[C:9]([C:12]1[CH:17]=[CH:16][CH:15]=[CH:14][CH:13]=1)[C:8]([CH2:18][NH2:19])=[CH:7]2.Cl[C:21]1[C:22]2[CH:29]=[CH:28][NH:27][C:23]=2[N:24]=[CH:25][N:26]=1.CCN(C(C)C)C(C)C. Product: [Cl:1][C:2]1[CH:3]=[CH:4][CH:5]=[C:6]2[C:11]=1[N:10]=[C:9]([C:12]1[CH:17]=[CH:16][CH:15]=[CH:14][CH:13]=1)[C:8]([CH2:18][NH:19][C:21]1[C:22]3[CH:29]=[CH:28][NH:27][C:23]=3[N:24]=[CH:25][N:26]=1)=[CH:7]2. The catalyst class is: 51. (3) Reactant: [Li]CCCC.[Br:6][C:7]1[CH:12]=[C:11]([F:13])[CH:10]=[CH:9][C:8]=1I.[F:15][CH:16]([F:22])[C:17](OCC)=[O:18].Cl. Product: [Br:6][C:7]1[CH:12]=[C:11]([F:13])[CH:10]=[CH:9][C:8]=1[C:17](=[O:18])[CH:16]([F:22])[F:15]. The catalyst class is: 1. (4) Reactant: [CH:1]1([S:4]([C:7]2[CH:12]=[CH:11][C:10]([CH:13]([O:17][CH:18]3[CH2:23][CH2:22][O:21][CH2:20][CH2:19]3)[C:14](O)=[O:15])=[CH:9][CH:8]=2)(=[O:6])=[O:5])[CH2:3][CH2:2]1.[NH2:24][C:25]1[S:26][C:27]([N:30]2[CH:34]=[C:33]([C:35]([O:37][CH2:38][CH3:39])=[O:36])[CH:32]=[N:31]2)=[CH:28][N:29]=1.C1C=CC2N(O)N=NC=2C=1.CCN=C=NCCCN(C)C.CN1CCOCC1. Product: [CH:1]1([S:4]([C:7]2[CH:12]=[CH:11][C:10]([CH:13]([O:17][CH:18]3[CH2:19][CH2:20][O:21][CH2:22][CH2:23]3)[C:14]([NH:24][C:25]3[S:26][C:27]([N:30]4[CH:34]=[C:33]([C:35]([O:37][CH2:38][CH3:39])=[O:36])[CH:32]=[N:31]4)=[CH:28][N:29]=3)=[O:15])=[CH:9][CH:8]=2)(=[O:6])=[O:5])[CH2:3][CH2:2]1. The catalyst class is: 2. (5) Reactant: [C:1]([OH:12])(=O)[C:2]1[CH:10]=[CH:9][C:8]2[O:7][CH2:6][O:5][C:4]=2[CH:3]=1.C(Cl)CCl.C1C=CC2N(O)N=NC=2C=1.[NH2:27][CH:28]([CH2:42][C:43]1[CH:48]=[C:47]([F:49])[CH:46]=[C:45]([F:50])[CH:44]=1)[CH:29]([OH:41])[CH2:30][NH:31][CH2:32][C:33]1[CH:38]=[CH:37][CH:36]=[C:35]([CH2:39][CH3:40])[CH:34]=1. Product: [F:49][C:47]1[CH:48]=[C:43]([CH:44]=[C:45]([F:50])[CH:46]=1)[CH2:42][C@H:28]([NH:27][C:1]([C:2]1[CH:10]=[CH:9][C:8]2[O:7][CH2:6][O:5][C:4]=2[CH:3]=1)=[O:12])[C@H:29]([OH:41])[CH2:30][NH:31][CH2:32][C:33]1[CH:38]=[CH:37][CH:36]=[C:35]([CH2:39][CH3:40])[CH:34]=1. The catalyst class is: 3. (6) Reactant: [OH:1][C:2]1[CH:7]=[CH:6][C:5]([C:8]([N:10]2[CH2:14][CH2:13][CH2:12][C@H:11]2[CH2:15][N:16]2[CH2:20][CH2:19][CH2:18][CH2:17]2)=[O:9])=[CH:4][CH:3]=1.[N:21]1[CH:26]=[CH:25][N:24]=[CH:23][C:22]=1[CH2:27]O.C1(P(C2C=CC=CC=2)C2C=CC=CC=2)C=CC=CC=1.CCOC(/N=N/C(OCC)=O)=O. Product: [N:21]1[CH:26]=[CH:25][N:24]=[CH:23][C:22]=1[CH2:27][O:1][C:2]1[CH:7]=[CH:6][C:5]([C:8]([N:10]2[CH2:14][CH2:13][CH2:12][C@H:11]2[CH2:15][N:16]2[CH2:17][CH2:18][CH2:19][CH2:20]2)=[O:9])=[CH:4][CH:3]=1. The catalyst class is: 1. (7) Reactant: C[Si]([N-][Si](C)(C)C)(C)C.[Li+].[CH3:11][O:12][C:13](=[O:31])[CH2:14][C:15]1[CH:20]=[CH:19][N:18]=[C:17]([C:21]2[CH:26]=[CH:25][C:24]([C:27]([F:30])([F:29])[F:28])=[CH:23][CH:22]=2)[CH:16]=1.Cl[CH2:33]/[CH:34]=[CH:35]\[CH2:36]Cl. Product: [CH3:11][O:12][C:13]([C:14]1([C:15]2[CH:20]=[CH:19][N:18]=[C:17]([C:21]3[CH:22]=[CH:23][C:24]([C:27]([F:30])([F:28])[F:29])=[CH:25][CH:26]=3)[CH:16]=2)[CH2:36][CH:35]=[CH:34][CH2:33]1)=[O:31]. The catalyst class is: 1.